From a dataset of Reaction yield outcomes from USPTO patents with 853,638 reactions. Predict the reaction yield, written as a fraction of the theoretical maximum amount of product (1.0 means a 100% yield; for example, 0.34 means a 34% yield). The reactants are [Cl-].[Al+3].[Cl-].[Cl-].[C:5](OC(=O)C)(=[O:7])[CH3:6].[CH2:12]([O:14][C:15]([C:17]1[NH:18][C:19]([CH3:23])=[C:20]([CH3:22])[CH:21]=1)=[O:16])[CH3:13]. The catalyst is ClC(Cl)C. The product is [CH2:12]([O:14][C:15]([C:17]1[NH:18][C:19]([CH3:23])=[C:20]([CH3:22])[C:21]=1[C:5](=[O:7])[CH3:6])=[O:16])[CH3:13]. The yield is 0.600.